This data is from Full USPTO retrosynthesis dataset with 1.9M reactions from patents (1976-2016). The task is: Predict the reactants needed to synthesize the given product. The reactants are: [CH3:1][C:2]1[O:6][N:5]=[C:4]([C:7]2[CH:12]=[CH:11][CH:10]=[CH:9][C:8]=2[C:13]([F:16])([F:15])[F:14])[C:3]=1[C:17]([OH:19])=O.Cl.C(N=C=NCCCN(C)C)C.OC1C2N=NNC=2C=CC=1.[N:42]1([C:48]2[CH:53]=[CH:52][C:51]([OH:54])=[CH:50][CH:49]=2)[CH2:47][CH2:46][NH:45][CH2:44][CH2:43]1. Given the product [OH:54][C:51]1[CH:50]=[CH:49][C:48]([N:42]2[CH2:47][CH2:46][N:45]([C:17]([C:3]3[C:4]([C:7]4[CH:12]=[CH:11][CH:10]=[CH:9][C:8]=4[C:13]([F:14])([F:15])[F:16])=[N:5][O:6][C:2]=3[CH3:1])=[O:19])[CH2:44][CH2:43]2)=[CH:53][CH:52]=1, predict the reactants needed to synthesize it.